This data is from M1 muscarinic receptor antagonist screen with 61,756 compounds. The task is: Binary Classification. Given a drug SMILES string, predict its activity (active/inactive) in a high-throughput screening assay against a specified biological target. (1) The drug is S1N(C(N=C1N)c1ccccc1)C(=O)C. The result is 0 (inactive). (2) The molecule is o1c(c(c2c1cccc2)C)C(=O)Nc1c2ncccc2ccc1. The result is 0 (inactive). (3) The molecule is S(c1n(c(nn1)Cc1sccc1)c1ccccc1)Cc1onc(n1)c1ccccc1. The result is 0 (inactive). (4) The compound is O(c1cc(C(NC(=O)c2occc2)c2cc(OC)c(OC)cc2)ccc1OC)C. The result is 0 (inactive). (5) The compound is S(=O)(=O)(c1nc(oc1N1CCOCC1)c1occc1)c1ccccc1. The result is 0 (inactive). (6) The compound is S(=O)(=O)(N1CCCCCC1)c1ccc(C(=O)N2CCN(CC2)c2ncccc2)cc1. The result is 1 (active). (7) The molecule is Clc1ccc(Sc2c(=O)n([nH]c2C)C(C)(C)C)cc1. The result is 0 (inactive).